Dataset: Full USPTO retrosynthesis dataset with 1.9M reactions from patents (1976-2016). Task: Predict the reactants needed to synthesize the given product. (1) Given the product [Cl:1][C:2]1[CH:7]=[CH:6][N+:5]([O-:19])=[C:4]2[NH:8][CH:9]=[CH:10][C:3]=12, predict the reactants needed to synthesize it. The reactants are: [Cl:1][C:2]1[CH:7]=[CH:6][N:5]=[C:4]2[NH:8][CH:9]=[CH:10][C:3]=12.C1C=C(Cl)C=C(C(OO)=[O:19])C=1.C([O-])([O-])=O.[K+].[K+]. (2) Given the product [F:1][C:2]1[N:3]=[C:4]([O:8][C:9]2[CH:14]=[CH:13][C:12]([CH2:15][C:16]([F:17])([F:18])[F:19])=[CH:11][C:10]=2[OH:20])[CH:5]=[CH:6][CH:7]=1, predict the reactants needed to synthesize it. The reactants are: [F:1][C:2]1[CH:7]=[CH:6][CH:5]=[C:4]([O:8][C:9]2[CH:14]=[CH:13][C:12]([CH2:15][C:16]([F:19])([F:18])[F:17])=[CH:11][C:10]=2[O:20]C)[N:3]=1.B(Br)(Br)Br. (3) Given the product [Br:1][C:2]1[CH:7]=[CH:6][C:5]([N+:8]([O-:10])=[O:9])=[CH:4][C:3]=1[OH:11], predict the reactants needed to synthesize it. The reactants are: [Br:1][C:2]1[CH:7]=[CH:6][C:5]([N+:8]([O-:10])=[O:9])=[CH:4][C:3]=1[O:11]C.[Cl-].[Al+3].[Cl-].[Cl-].Cl.